This data is from Catalyst prediction with 721,799 reactions and 888 catalyst types from USPTO. The task is: Predict which catalyst facilitates the given reaction. Reactant: Br[C:2]1[CH:6]=[N:5][N:4]([CH3:7])[C:3]=1[C:8]([O:10][CH3:11])=[O:9].[C:12]1(B(O)O)[CH:17]=[CH:16][CH:15]=[CH:14][CH:13]=1.C(=O)([O-])[O-].[Cs+].[Cs+]. Product: [CH3:7][N:4]1[C:3]([C:8]([O:10][CH3:11])=[O:9])=[C:2]([C:12]2[CH:17]=[CH:16][CH:15]=[CH:14][CH:13]=2)[CH:6]=[N:5]1. The catalyst class is: 128.